Dataset: Forward reaction prediction with 1.9M reactions from USPTO patents (1976-2016). Task: Predict the product of the given reaction. (1) Given the reactants [OH:1][NH:2][C:3]([C:5]1[C:14]2[C:9](=[CH:10][CH:11]=[CH:12][CH:13]=2)[CH:8]=[CH:7][N:6]=1)=[NH:4].[OH:15][C:16]1[CH:24]=[CH:23][C:22]([OH:25])=[CH:21][C:17]=1[C:18](O)=O, predict the reaction product. The product is: [C:5]1([C:3]2[N:4]=[C:18]([C:17]3[CH:21]=[C:22]([OH:25])[CH:23]=[CH:24][C:16]=3[OH:15])[O:1][N:2]=2)[C:14]2[C:9](=[CH:10][CH:11]=[CH:12][CH:13]=2)[CH:8]=[CH:7][N:6]=1. (2) Given the reactants [NH2:1][C:2]1[CH:7]=[CH:6][C:5]([N:8]2[CH2:13][CH2:12][O:11][C@H:10]([C@@H:14]([OH:26])[C:15]([NH:17][C:18]3[CH:23]=[CH:22][C:21]([C:24]#[N:25])=[CH:20][CH:19]=3)=[O:16])[C:9]2=[O:27])=[CH:4][CH:3]=1.[O-:28][C:29]#[N:30].[K+], predict the reaction product. The product is: [C:29]([NH:1][C:2]1[CH:7]=[CH:6][C:5]([N:8]2[CH2:13][CH2:12][O:11][C@H:10]([C@@H:14]([OH:26])[C:15]([NH:17][C:18]3[CH:23]=[CH:22][C:21]([C:24]#[N:25])=[CH:20][CH:19]=3)=[O:16])[C:9]2=[O:27])=[CH:4][CH:3]=1)(=[O:28])[NH2:30]. (3) Given the reactants [CH:1]([N:14]1[CH2:19][CH2:18][N:17](CC2OC(=O)N(CC3C=CC(F)=CC=3)C2)[CH2:16][CH2:15]1)([C:8]1[CH:13]=[CH:12][CH:11]=[CH:10][CH:9]=1)[C:2]1[CH:7]=[CH:6][CH:5]=[CH:4][CH:3]=1.CC1C=CC(S(O[CH2:46][CH:47]2[O:51][C:50](=[O:52])[N:49]([CH2:53][CH2:54][N:55]3[CH2:60][CH2:59][O:58][CH2:57][CH2:56]3)[CH2:48]2)(=O)=O)=CC=1.CC1C=CC(S(OCC2OC(=O)N(CC3C=CC(F)=CC=3)C2)(=O)=O)=CC=1, predict the reaction product. The product is: [CH:1]([N:14]1[CH2:19][CH2:18][N:17]([CH2:46][CH:47]2[O:51][C:50](=[O:52])[N:49]([CH2:53][CH2:54][N:55]3[CH2:56][CH2:57][O:58][CH2:59][CH2:60]3)[CH2:48]2)[CH2:16][CH2:15]1)([C:8]1[CH:13]=[CH:12][CH:11]=[CH:10][CH:9]=1)[C:2]1[CH:7]=[CH:6][CH:5]=[CH:4][CH:3]=1. (4) Given the reactants F[C:2](F)(F)C([O-])=O.[Na+].[CH3:9][NH:10][C@H:11]([C:15]([NH:17][C@H:18]([C:22]([N:24]([C@@H:26]([C@@H:63]([CH3:66])[CH2:64][CH3:65])[C@H:27]([O:61][CH3:62])[CH2:28][C:29]([N:31]1[CH2:35][CH2:34][CH2:33][C@H:32]1[C@H:36]([O:59][CH3:60])[C@@H:37]([CH3:58])[C:38]([NH:40][C@@H:41]([CH2:51][C:52]1[CH:57]=[CH:56][CH:55]=[CH:54][CH:53]=1)[CH2:42][O:43][CH2:44][C:45]1[CH:50]=[CH:49][CH:48]=[CH:47][CH:46]=1)=[O:39])=[O:30])[CH3:25])=[O:23])[CH:19]([CH3:21])[CH3:20])=[O:16])[CH:12]([CH3:14])[CH3:13].C([BH3-])#N.[Na+].Cl.C([O:76][C:77](=[O:106])[CH2:78][C@@H:79](OC)[C@@H](N(C(=O)[C@H](C(C)C)NC(OCC1C=CC=CC=1)=O)C)[C@@H](C)CC)(C)(C)C, predict the reaction product. The product is: [C:77]([CH2:78][CH2:79][CH2:9][N:10]([CH3:2])[C@H:11]([C:15]([NH:17][C@H:18]([C:22]([N:24]([C@@H:26]([C@@H:63]([CH3:66])[CH2:64][CH3:65])[C@H:27]([O:61][CH3:62])[CH2:28][C:29]([N:31]1[CH2:35][CH2:34][CH2:33][C@H:32]1[C@H:36]([O:59][CH3:60])[C@@H:37]([CH3:58])[C:38]([NH:40][C@@H:41]([CH2:51][C:52]1[CH:53]=[CH:54][CH:55]=[CH:56][CH:57]=1)[CH2:42][O:43][CH2:44][C:45]1[CH:50]=[CH:49][CH:48]=[CH:47][CH:46]=1)=[O:39])=[O:30])[CH3:25])=[O:23])[CH:19]([CH3:20])[CH3:21])=[O:16])[CH:12]([CH3:14])[CH3:13])([OH:106])=[O:76]. (5) Given the reactants Br[CH2:2][C:3]([C:5]1[CH:6]=[C:7]([CH:10]=[CH:11][CH:12]=1)[C:8]#[N:9])=[O:4].[S-:13][C:14]#[N:15].[K+].O, predict the reaction product. The product is: [C:8]([C:7]1[CH:6]=[C:5]([C:3](=[O:4])[CH2:2][S:13][C:14]#[N:15])[CH:12]=[CH:11][CH:10]=1)#[N:9]. (6) Given the reactants [NH2:1][C:2]1[CH:3]=[C:4]([F:30])[C:5]([F:29])=[C:6]([C@:8]23[CH2:16][O:15][C@H:14]([C:17]([F:20])([F:19])[F:18])[C@H:13]2[CH2:12][S:11][C:10]([NH:21]C(=O)OC(C)(C)C)=[N:9]3)[CH:7]=1.[CH3:31][O:32][C:33]1[N:34]=[CH:35][C:36]([C:39]([OH:41])=O)=[N:37][CH:38]=1, predict the reaction product. The product is: [NH2:21][C:10]1[S:11][CH2:12][C@@H:13]2[C@@H:14]([C:17]([F:19])([F:18])[F:20])[O:15][CH2:16][C@:8]2([C:6]2[CH:7]=[C:2]([NH:1][C:39]([C:36]3[CH:35]=[N:34][C:33]([O:32][CH3:31])=[CH:38][N:37]=3)=[O:41])[CH:3]=[C:4]([F:30])[C:5]=2[F:29])[N:9]=1. (7) Given the reactants [F:1][C:2]1[CH:7]=[C:6]([Br:8])[CH:5]=[CH:4][C:3]=1[NH:9][C:10]1[C:14]2[CH:15]=[N:16][CH:17]=[CH:18][C:13]=2[O:12][C:11]=1[C:19]([O:21]CC)=O.[OH-].[Na+].[CH3:26][C:27]1([CH3:35])[O:31][C@@H:30]([CH2:32][O:33][NH2:34])[CH2:29][O:28]1.C1C=CC2N(O)N=NC=2C=1.CCN(C(C)C)C(C)C, predict the reaction product. The product is: [CH3:26][C:27]1([CH3:35])[O:31][C@@H:30]([CH2:32][O:33][NH:34][C:19]([C:11]2[O:12][C:13]3[CH:18]=[CH:17][N:16]=[CH:15][C:14]=3[C:10]=2[NH:9][C:3]2[CH:4]=[CH:5][C:6]([Br:8])=[CH:7][C:2]=2[F:1])=[O:21])[CH2:29][O:28]1.